Predict which catalyst facilitates the given reaction. From a dataset of Catalyst prediction with 721,799 reactions and 888 catalyst types from USPTO. (1) Reactant: [CH3:1][O:2][C:3]1[C:4]([CH3:16])=[C:5]([CH:9]=[CH:10][C:11]=1[S:12]([CH3:15])(=[O:14])=[O:13])[C:6]([OH:8])=O.Cl.[OH:18][C:19]1[N:23]([CH3:24])[N:22]=[CH:21][CH:20]=1.C1(N=C=NC2CCCCC2)CCCCC1.C(N(CC)CC)C. Product: [CH3:1][O:2][C:3]1[C:4]([CH3:16])=[C:5]([C:6]([C:20]2[CH:21]=[N:22][N:23]([CH3:24])[C:19]=2[OH:18])=[O:8])[CH:9]=[CH:10][C:11]=1[S:12]([CH3:15])(=[O:14])=[O:13]. The catalyst class is: 2. (2) Reactant: C([C:5]1([OH:17])[CH2:14][CH2:13][C:12]2[C:7](=[C:8]([F:16])[C:9]([F:15])=[CH:10][CH:11]=2)[O:6]1)CCC.CS([O:22][CH2:23][CH:24]1[CH2:29][CH2:28][CH:27]([C@H:30]2[CH2:35][CH2:34][C@H:33]([CH2:36][CH3:37])[CH2:32][CH2:31]2)[CH2:26][CH2:25]1)(=O)=O.C(=O)([O-])[O-].[K+].[K+].Cl. Product: [CH2:12]([O:17][CH:5]1[CH2:14][CH2:13][C:12]2[C:7](=[C:8]([F:16])[C:9]([F:15])=[C:10]([O:22][CH2:23][C@H:24]3[CH2:29][CH2:28][C@H:27]([C@H:30]4[CH2:35][CH2:34][C@H:33]([CH2:36][CH3:37])[CH2:32][CH2:31]4)[CH2:26][CH2:25]3)[CH:11]=2)[O:6]1)[CH2:7][CH2:8][CH3:9]. The catalyst class is: 3. (3) Reactant: [F:1][C:2]1[C:7]([F:8])=[CH:6][CH:5]=[CH:4][C:3]=1[CH:9]1[CH2:19][CH2:18][C@@H:17]([O:20][Si](C(C)C)(C(C)C)C(C)C)[C:12]2=[N:13][CH:14]=[CH:15][CH:16]=[C:11]2[CH:10]1[OH:31].CCCC[N+](CCCC)(CCCC)CCCC.[F-].C(OCC)(=O)C.CCCCCC. Product: [F:1][C:2]1[C:7]([F:8])=[CH:6][CH:5]=[CH:4][C:3]=1[C@@H:9]1[CH2:19][CH2:18][C@@H:17]([OH:20])[C:12]2=[N:13][CH:14]=[CH:15][CH:16]=[C:11]2[C@H:10]1[OH:31]. The catalyst class is: 7.